Dataset: Full USPTO retrosynthesis dataset with 1.9M reactions from patents (1976-2016). Task: Predict the reactants needed to synthesize the given product. (1) Given the product [CH3:24][O:25][C:26]1[CH:33]=[C:32]([O:34][CH3:35])[C:31]([N:36]2[CH2:40][CH2:39][CH2:38][CH2:37]2)=[CH:30][C:27]=1/[CH:28]=[CH:2]/[C:1]([C:4]1[CH:9]=[CH:8][C:7]([S:10]([NH:13][CH2:14][CH2:15][CH2:16][N:17]2[CH2:18][CH2:19][N:20]([CH3:23])[CH2:21][CH2:22]2)(=[O:11])=[O:12])=[CH:6][CH:5]=1)=[O:3], predict the reactants needed to synthesize it. The reactants are: [C:1]([C:4]1[CH:9]=[CH:8][C:7]([S:10]([NH:13][CH2:14][CH2:15][CH2:16][N:17]2[CH2:22][CH2:21][N:20]([CH3:23])[CH2:19][CH2:18]2)(=[O:12])=[O:11])=[CH:6][CH:5]=1)(=[O:3])[CH3:2].[CH3:24][O:25][C:26]1[CH:33]=[C:32]([O:34][CH3:35])[C:31]([N:36]2[CH2:40][CH2:39][CH2:38][CH2:37]2)=[CH:30][C:27]=1[CH:28]=O.C[O-].[Li+]. (2) Given the product [CH3:7][O:8][C:9]([C:11]1[CH:12]=[C:13]2[CH:19]=[C:18]([C:20]([C:27]3[CH:28]=[N:29][C:30]([S:33]([CH3:34])=[O:2])=[CH:31][CH:32]=3)=[CH:21][CH:22]3[CH2:26][CH2:25][CH2:24][CH2:23]3)[N:17]([S:35]([C:38]3[CH:43]=[CH:42][CH:41]=[CH:40][CH:39]=3)(=[O:37])=[O:36])[C:14]2=[N:15][CH:16]=1)=[O:10], predict the reactants needed to synthesize it. The reactants are: I([O-])(=O)(=O)=[O:2].[Na+].[CH3:7][O:8][C:9]([C:11]1[CH:12]=[C:13]2[CH:19]=[C:18]([C:20]([C:27]3[CH:28]=[N:29][C:30]([S:33][CH3:34])=[CH:31][CH:32]=3)=[CH:21][CH:22]3[CH2:26][CH2:25][CH2:24][CH2:23]3)[N:17]([S:35]([C:38]3[CH:43]=[CH:42][CH:41]=[CH:40][CH:39]=3)(=[O:37])=[O:36])[C:14]2=[N:15][CH:16]=1)=[O:10].